From a dataset of Reaction yield outcomes from USPTO patents with 853,638 reactions. Predict the reaction yield, written as a fraction of the theoretical maximum amount of product (1.0 means a 100% yield; for example, 0.34 means a 34% yield). The yield is 0.450. The catalyst is C1COCC1. The product is [CH3:26][O:27][C:28]1[CH:29]=[C:30]2[C:35](=[CH:36][C:37]=1[O:38][CH3:39])[N:34]=[CH:33][N:32]=[C:31]2[S:40][C:41]1[CH:42]=[C:43]([NH:44][C:17]([NH:16][C:9]2[CH:10]=[C:11]([C:12]([F:13])([F:14])[F:15])[N:7]([C:1]3[CH:2]=[CH:3][CH:4]=[CH:5][CH:6]=3)[N:8]=2)=[O:25])[CH:45]=[CH:46][CH:47]=1. The reactants are [C:1]1([N:7]2[C:11]([C:12]([F:15])([F:14])[F:13])=[CH:10][C:9]([NH:16][C:17](=[O:25])OC3C=CC=CC=3)=[N:8]2)[CH:6]=[CH:5][CH:4]=[CH:3][CH:2]=1.[CH3:26][O:27][C:28]1[CH:29]=[C:30]2[C:35](=[CH:36][C:37]=1[O:38][CH3:39])[N:34]=[CH:33][N:32]=[C:31]2[S:40][C:41]1[CH:42]=[C:43]([CH:45]=[CH:46][CH:47]=1)[NH2:44].C(N(CC)C(C)C)(C)C.